Dataset: Reaction yield outcomes from USPTO patents with 853,638 reactions. Task: Predict the reaction yield, written as a fraction of the theoretical maximum amount of product (1.0 means a 100% yield; for example, 0.34 means a 34% yield). (1) The reactants are [Cl:1][C:2]1[CH:11]=[C:10]2[C:5]([C:6]([N:12]3[CH2:17][CH2:16][NH:15][CH:14]([C:18]([NH2:20])=[O:19])[CH2:13]3)=[N:7][CH:8]=[N:9]2)=[CH:4][C:3]=1[C:21]1[CH:26]=[CH:25][C:24]([Cl:27])=[CH:23][CH:22]=1.F[P-](F)(F)(F)(F)F.N1(O[P+](N(C)C)(N(C)C)N(C)C)C2C=CC=CC=2N=N1.[CH3:55][N:56]([CH3:63])[CH2:57]/[CH:58]=[CH:59]/[C:60](O)=[O:61].CCN(C(C)C)C(C)C. The catalyst is ClCCl. The product is [Cl:1][C:2]1[CH:11]=[C:10]2[C:5]([C:6]([N:12]3[CH2:17][CH2:16][N:15]([C:60](=[O:61])/[CH:59]=[CH:58]/[CH2:57][N:56]([CH3:63])[CH3:55])[CH:14]([C:18]([NH2:20])=[O:19])[CH2:13]3)=[N:7][CH:8]=[N:9]2)=[CH:4][C:3]=1[C:21]1[CH:26]=[CH:25][C:24]([Cl:27])=[CH:23][CH:22]=1. The yield is 0.390. (2) The reactants are [OH-].[Li+].[C:3]([N:6]1[C:15]2[C:10](=[CH:11][C:12]([C:16]([O:18]CCCC)=[O:17])=[CH:13][CH:14]=2)[C@H:9]([NH:23][C:24]([O:26][CH:27]([CH3:29])[CH3:28])=[O:25])[CH2:8][C@@H:7]1[CH3:30])(=[O:5])[CH3:4]. The catalyst is O.C(O)C. The product is [C:3]([N:6]1[C:15]2[C:10](=[CH:11][C:12]([C:16]([OH:18])=[O:17])=[CH:13][CH:14]=2)[C@H:9]([NH:23][C:24]([O:26][CH:27]([CH3:29])[CH3:28])=[O:25])[CH2:8][C@@H:7]1[CH3:30])(=[O:5])[CH3:4]. The yield is 0.850. (3) The reactants are [F:1][C:2]1[C:3]([NH:24][C:25]2[CH:30]=[CH:29][C:28]([I:31])=[CH:27][C:26]=2[F:32])=[C:4]([C:9]([N:11]2[CH2:14][C:13]([CH:16]([OH:23])[CH2:17][CH:18]3[O:22][CH2:21][CH2:20][O:19]3)([OH:15])[CH2:12]2)=[O:10])[CH:5]=[CH:6][C:7]=1[F:8].C(N(CC)CC)C.[CH:40]([C:43]1[CH:48]=[C:47]([CH:49]([CH3:51])[CH3:50])[CH:46]=[C:45]([CH:52]([CH3:54])[CH3:53])[C:44]=1[S:55](Cl)(=[O:57])=[O:56])([CH3:42])[CH3:41].C(OCC)(=O)C. The catalyst is ClCCl.CN(C)C1C=CN=CC=1. The product is [CH3:42][CH:40]([C:43]1[CH:48]=[C:47]([CH:49]([CH3:50])[CH3:51])[CH:46]=[C:45]([CH:52]([CH3:54])[CH3:53])[C:44]=1[S:55]([O:23][CH:16]([C:13]1([OH:15])[CH2:12][N:11]([C:9]([C:4]2[CH:5]=[CH:6][C:7]([F:8])=[C:2]([F:1])[C:3]=2[NH:24][C:25]2[CH:30]=[CH:29][C:28]([I:31])=[CH:27][C:26]=2[F:32])=[O:10])[CH2:14]1)[CH2:17][CH:18]1[O:22][CH2:21][CH2:20][O:19]1)(=[O:56])=[O:57])[CH3:41]. The yield is 0.140. (4) The reactants are Br[C:2]1[CH:7]=[CH:6][C:5]([F:8])=[CH:4][CH:3]=1.C([Li])CCC.CON(C)[C:17]([CH:19]1[CH2:22][N:21]([C:23]([O:25][C:26]([CH3:29])([CH3:28])[CH3:27])=[O:24])[CH2:20]1)=[O:18]. The catalyst is O1CCCC1. The product is [F:8][C:5]1[CH:6]=[CH:7][C:2]([C:17]([CH:19]2[CH2:22][N:21]([C:23]([O:25][C:26]([CH3:29])([CH3:28])[CH3:27])=[O:24])[CH2:20]2)=[O:18])=[CH:3][CH:4]=1. The yield is 0.950. (5) The reactants are Cl[C:2]1[CH:7]=[CH:6][C:5]([C:8]2[C:17]3[C:12](=[CH:13][C:14]([S:18]([NH:21][C:22]4[CH:27]=[CH:26][N:25]=[CH:24][N:23]=4)(=[O:20])=[O:19])=[CH:15][CH:16]=3)[CH:11]=[CH:10][N:9]=2)=[C:4]([O:28][CH3:29])[CH:3]=1.C1(P(C2CCCCC2)C2C=CC=CC=2C2C(OC)=CC=CC=2OC)CCCCC1.[I-].[CH2:60]([Zn+])[C:61]([CH3:64])([CH3:63])[CH3:62]. The catalyst is CO.CO.C(Cl)Cl.C1C=CC(/C=C/C(/C=C/C2C=CC=CC=2)=O)=CC=1.C1C=CC(/C=C/C(/C=C/C2C=CC=CC=2)=O)=CC=1.C1C=CC(/C=C/C(/C=C/C2C=CC=CC=2)=O)=CC=1.[Pd].[Pd]. The product is [CH3:29][O:28][C:4]1[CH:3]=[C:2]([CH2:60][C:61]([CH3:64])([CH3:63])[CH3:62])[CH:7]=[CH:6][C:5]=1[C:8]1[C:17]2[C:12](=[CH:13][C:14]([S:18]([NH:21][C:22]3[CH:27]=[CH:26][N:25]=[CH:24][N:23]=3)(=[O:20])=[O:19])=[CH:15][CH:16]=2)[CH:11]=[CH:10][N:9]=1. The yield is 0.326.